From a dataset of Peptide-MHC class II binding affinity with 134,281 pairs from IEDB. Regression. Given a peptide amino acid sequence and an MHC pseudo amino acid sequence, predict their binding affinity value. This is MHC class II binding data. (1) The peptide sequence is GIKAVYNFATCGIFA. The MHC is H-2-IAb with pseudo-sequence H-2-IAb. The binding affinity (normalized) is 0.298. (2) The peptide sequence is GIVVAWKVRLLPVPP. The MHC is HLA-DQA10201-DQB10202 with pseudo-sequence YNFHERXFATVLHILYFGLSSFAIRKARVHLETT. The binding affinity (normalized) is 0.